This data is from NCI-60 drug combinations with 297,098 pairs across 59 cell lines. The task is: Regression. Given two drug SMILES strings and cell line genomic features, predict the synergy score measuring deviation from expected non-interaction effect. (1) Drug 1: C1CN1P(=S)(N2CC2)N3CC3. Drug 2: CC1=C2C(C(=O)C3(C(CC4C(C3C(C(C2(C)C)(CC1OC(=O)C(C(C5=CC=CC=C5)NC(=O)C6=CC=CC=C6)O)O)OC(=O)C7=CC=CC=C7)(CO4)OC(=O)C)O)C)OC(=O)C. Cell line: K-562. Synergy scores: CSS=52.9, Synergy_ZIP=-0.547, Synergy_Bliss=4.77, Synergy_Loewe=-1.07, Synergy_HSA=6.77. (2) Drug 1: CC(CN1CC(=O)NC(=O)C1)N2CC(=O)NC(=O)C2. Drug 2: CCCCCOC(=O)NC1=NC(=O)N(C=C1F)C2C(C(C(O2)C)O)O. Cell line: A498. Synergy scores: CSS=33.8, Synergy_ZIP=-7.08, Synergy_Bliss=1.00, Synergy_Loewe=1.79, Synergy_HSA=3.97. (3) Drug 1: CCCCCOC(=O)NC1=NC(=O)N(C=C1F)C2C(C(C(O2)C)O)O. Drug 2: CS(=O)(=O)OCCCCOS(=O)(=O)C. Cell line: KM12. Synergy scores: CSS=-2.71, Synergy_ZIP=2.47, Synergy_Bliss=2.47, Synergy_Loewe=-4.00, Synergy_HSA=-2.04.